Dataset: Full USPTO retrosynthesis dataset with 1.9M reactions from patents (1976-2016). Task: Predict the reactants needed to synthesize the given product. (1) Given the product [CH:9]1([C:10]#[N:11])[C:6]2[CH:5]=[CH:4][CH:3]=[CH:2][C:7]=2[CH2:8]1, predict the reactants needed to synthesize it. The reactants are: Cl[C:2]1[C:7]2[CH2:8][CH:9]([C:10]#[N:11])[C:6]=2[CH:5]=[CH:4][CH:3]=1.C(N(CC)CC)C. (2) Given the product [CH2:27]([N:34]1[C@H:2]([C:3]([O:5][CH2:6][CH3:7])=[O:4])[CH2:8][N:9]([S:10]([C:13]2[CH:18]=[CH:17][CH:16]=[CH:15][CH:14]=2)(=[O:12])=[O:11])[CH2:19][C@@H:20]1[C:21]([O:23][CH2:24][CH3:25])=[O:22])[C:28]1[CH:33]=[CH:32][CH:31]=[CH:30][CH:29]=1, predict the reactants needed to synthesize it. The reactants are: Br[C@@H:2]([CH2:8][N:9]([CH2:19][C@@H:20](Br)[C:21]([O:23][CH2:24][CH3:25])=[O:22])[S:10]([C:13]1[CH:18]=[CH:17][CH:16]=[CH:15][CH:14]=1)(=[O:12])=[O:11])[C:3]([O:5][CH2:6][CH3:7])=[O:4].[CH2:27]([NH2:34])[C:28]1[CH:33]=[CH:32][CH:31]=[CH:30][CH:29]=1. (3) Given the product [Cl:1][C:2]1[CH:3]=[CH:4][C:5]([C:8]23[CH2:9][N:10]4[CH:14]=[CH:13][CH:12]=[C:11]4[C:15](=[O:17])[N:23]2[CH2:22][CH2:21][CH2:20][NH:24]3)=[CH:6][CH:7]=1, predict the reactants needed to synthesize it. The reactants are: [Cl:1][C:2]1[CH:7]=[CH:6][C:5]([C:8](=O)[CH2:9][N:10]2[CH:14]=[CH:13][CH:12]=[C:11]2[C:15]([O:17]C)=O)=[CH:4][CH:3]=1.[CH2:20]([NH2:24])[CH2:21][CH2:22][NH2:23]. (4) Given the product [Br:1][C:2]1[CH:7]=[CH:6][C:5]([N+:8]([O-:10])=[O:9])=[C:4]([NH:30][CH:27]2[CH2:26][CH2:25][N:24]([C@H:21]3[CH2:22][CH2:23][C@H:18]([O:17][CH2:14][CH2:15][CH3:16])[CH2:19][CH2:20]3)[CH2:29][CH2:28]2)[CH:3]=1, predict the reactants needed to synthesize it. The reactants are: [Br:1][C:2]1[CH:7]=[CH:6][C:5]([N+:8]([O-:10])=[O:9])=[C:4](F)[CH:3]=1.Cl.Cl.[CH2:14]([O:17][C@H:18]1[CH2:23][CH2:22][C@H:21]([N:24]2[CH2:29][CH2:28][CH:27]([NH2:30])[CH2:26][CH2:25]2)[CH2:20][CH2:19]1)[CH2:15][CH3:16].C(N(C(C)C)CC)(C)C. (5) Given the product [CH3:1][C:2]1([CH3:23])[CH2:6][O:5][C:4]2=[CH:7][C:8]3[O:9][CH2:10][C:11]4([C:21]=3[CH:22]=[C:3]12)[C:19]1[C:14](=[CH:15][CH:16]=[CH:17][CH:18]=1)[N:13]([CH2:28][C:29]1[CH:30]=[N:31][CH:32]=[CH:33][CH:34]=1)[C:12]4=[O:20], predict the reactants needed to synthesize it. The reactants are: [CH3:1][C:2]1([CH3:23])[CH2:6][O:5][C:4]2=[CH:7][C:8]3[O:9][CH2:10][C:11]4([C:21]=3[CH:22]=[C:3]12)[C:19]1[C:14](=[CH:15][CH:16]=[CH:17][CH:18]=1)[NH:13][C:12]4=[O:20].[H-].[Na+].Br.Br[CH2:28][C:29]1[CH:30]=[N:31][CH:32]=[CH:33][CH:34]=1. (6) Given the product [CH2:12]([O:16][C:8]1[CH:9]=[CH:10][C:2]([Cl:1])=[C:3]([CH:7]=1)[C:4]([OH:6])=[O:5])[CH2:13][CH2:14][CH3:15], predict the reactants needed to synthesize it. The reactants are: [Cl:1][C:2]1[CH:10]=[CH:9][C:8](F)=[CH:7][C:3]=1[C:4]([OH:6])=[O:5].[CH2:12]([OH:16])[CH2:13][CH2:14][CH3:15].CC(C)([O-])C.[K+].Cl. (7) The reactants are: [Br:1][C:2]1[S:6][C:5]([S:7](Cl)(=[O:9])=[O:8])=[CH:4][C:3]=1[CH3:11].[NH2:12][C:13]1[CH:14]=[C:15]([OH:23])[C:16](=[CH:21][CH:22]=1)[C:17]([O:19][CH3:20])=[O:18].N1C=CC=CC=1. Given the product [Br:1][C:2]1[S:6][C:5]([S:7]([NH:12][C:13]2[CH:22]=[CH:21][C:16]([C:17]([O:19][CH3:20])=[O:18])=[C:15]([OH:23])[CH:14]=2)(=[O:9])=[O:8])=[CH:4][C:3]=1[CH3:11], predict the reactants needed to synthesize it. (8) Given the product [CH3:18][C:16]1[N:15]([CH2:19][CH2:20][CH3:21])[C:14]2=[C:9]([NH2:8])[N:10]=[CH:11][CH:12]=[C:13]2[CH:17]=1, predict the reactants needed to synthesize it. The reactants are: C([NH:8][C:9]1[N:10]=[CH:11][CH:12]=[C:13]2[CH:17]=[C:16]([CH3:18])[N:15]([CH2:19][CH2:20][CH3:21])[C:14]=12)C1C=CC=CC=1.C([O-])=O.[NH4+].